From a dataset of Full USPTO retrosynthesis dataset with 1.9M reactions from patents (1976-2016). Predict the reactants needed to synthesize the given product. (1) Given the product [Br:1][C:2]1[CH:3]=[C:4]([CH:10]=[CH:11][CH:12]=1)[O:5][CH2:6][CH:7]([OH:8])[CH2:9][N:14]1[CH2:15][CH2:16][C:17]2[C:22](=[CH:21][CH:20]=[CH:19][CH:18]=2)[CH2:13]1, predict the reactants needed to synthesize it. The reactants are: [Br:1][C:2]1[CH:3]=[C:4]([CH:10]=[CH:11][CH:12]=1)[O:5][CH2:6][CH:7]1[CH2:9][O:8]1.[CH2:13]1[C:22]2[C:17](=[CH:18][CH:19]=[CH:20][CH:21]=2)[CH2:16][CH2:15][NH:14]1. (2) The reactants are: [CH2:1]([NH:6][C:7]1[N:8]=[CH:9][NH:10][C:11]=1[C:12]1[NH:16][N:15]=[CH:14][N:13]=1)[CH2:2][CH2:3][CH2:4][CH3:5].C1N=CN([C:22](N2C=NC=C2)=[O:23])C=1. Given the product [CH2:1]([N:6]1[C:7]2[N:8]=[CH:9][NH:10][C:11]=2[C:12]2=[N:13][CH:14]=[N:15][N:16]2[C:22]1=[O:23])[CH2:2][CH2:3][CH2:4][CH3:5], predict the reactants needed to synthesize it. (3) Given the product [NH:15]1[C:23]2[C:18](=[CH:19][C:20]([NH:24][C:12]([C:10]3[S:11][C:7]([C:4]4[CH:3]=[CH:2][N:1]=[CH:6][CH:5]=4)=[CH:8][CH:9]=3)=[O:14])=[CH:21][CH:22]=2)[CH:17]=[N:16]1, predict the reactants needed to synthesize it. The reactants are: [N:1]1[CH:6]=[CH:5][C:4]([C:7]2[S:11][C:10]([C:12]([OH:14])=O)=[CH:9][CH:8]=2)=[CH:3][CH:2]=1.[NH:15]1[C:23]2[C:18](=[CH:19][C:20]([NH2:24])=[CH:21][CH:22]=2)[CH:17]=[N:16]1.